Dataset: Full USPTO retrosynthesis dataset with 1.9M reactions from patents (1976-2016). Task: Predict the reactants needed to synthesize the given product. (1) The reactants are: C[C@H](O[C:7]1[N:15]=[C:14]2[C:10]([N:11]=[C:12]([O:26][CH3:27])[N:13]2[CH2:16][CH2:17][CH2:18][NH:19][CH2:20][CH:21]2[CH2:25][CH2:24][CH2:23]O2)=[C:9]([NH2:28])[N:8]=1)CCC.FC(F)(F)[C:31]([OH:33])=O.[CH2:36]([NH:40]C1N=C2C(N=C(OC)N2)=C(N)N=1)[CH2:37][CH2:38][CH3:39].BrCCCBr.O1CCCC1CCN. Given the product [CH2:36]([NH:40][C:7]1[N:15]=[C:14]2[C:10]([N:11]=[C:12]([O:26][CH3:27])[N:13]2[CH2:16][CH2:17][CH2:18][NH:19][CH2:20][CH2:21][CH:25]2[CH2:24][CH2:23][CH2:31][O:33]2)=[C:9]([NH2:28])[N:8]=1)[CH2:37][CH2:38][CH3:39], predict the reactants needed to synthesize it. (2) Given the product [Cl:1][C:2]1[CH:3]=[C:4]([CH:8]([C:9]2[NH:15][CH2:14][CH2:13][N:10]=2)[CH2:11][CH3:12])[CH:5]=[CH:6][CH:7]=1, predict the reactants needed to synthesize it. The reactants are: [Cl:1][C:2]1[CH:3]=[C:4]([CH:8]([CH2:11][CH3:12])[C:9]#[N:10])[CH:5]=[CH:6][CH:7]=1.[CH2:13](N)[CH2:14][NH2:15]. (3) Given the product [CH3:10][C:11]1[CH:16]=[CH:15][CH:14]=[CH:13][C:12]=1[S:17][C:28]1[CH:35]=[CH:34][C:31](/[CH:32]=[CH:49]/[C:48]([N:51]2[CH2:56][CH2:55][N:54]([C:21](=[O:22])[CH3:20])[CH2:53][CH2:52]2)=[O:50])=[CH:30][C:29]=1[C:36]([F:39])([F:38])[F:37], predict the reactants needed to synthesize it. The reactants are: ClC1C=C(Cl)C=CC=1S.[CH3:10][C:11]1[CH:16]=[CH:15][CH:14]=[CH:13][C:12]=1[SH:17].ClC1C=CC=C[C:20]=1[CH:21]=[O:22].F[C:28]1[CH:35]=[CH:34][C:31]([CH:32]=O)=[CH:30][C:29]=1[C:36]([F:39])([F:38])[F:37].NCCCCCCO.[C:48]([N:51]1[CH2:56][CH2:55][NH:54][CH2:53][CH2:52]1)(=[O:50])[CH3:49]. (4) Given the product [C:32]([O:31][C:29]([C:28]1[CH:36]=[CH:37][C:25]([C:12]2[C:13]([CH3:24])([CH3:23])[C@H:14]3[C@:9]([CH3:38])([CH2:10][CH:11]=2)[C@@H:8]2[C@:17]([CH3:22])([C@@:18]4([CH3:21])[C@H:5]([CH2:6][CH2:7]2)[C@H:4]2[C@H:39]([C:42]([CH3:44])=[CH2:43])[CH2:40][CH2:41][C@:3]2([CH2:2][NH:1][S:46]([C:49]2[CH:50]=[CH:51][C:52]([C:53]([OH:55])=[O:54])=[CH:56][CH:57]=2)(=[O:48])=[O:47])[CH2:20][CH2:19]4)[CH2:16][CH2:15]3)=[CH:26][CH:27]=1)=[O:30])([CH3:33])([CH3:34])[CH3:35], predict the reactants needed to synthesize it. The reactants are: [NH2:1][CH2:2][C@:3]12[CH2:41][CH2:40][C@@H:39]([C:42]([CH3:44])=[CH2:43])[C@@H:4]1[C@@H:5]1[C@@:18]([CH3:21])([CH2:19][CH2:20]2)[C@@:17]2([CH3:22])[C@@H:8]([C@:9]3([CH3:38])[C@@H:14]([CH2:15][CH2:16]2)[C:13]([CH3:24])([CH3:23])[C:12]([C:25]2[CH:37]=[CH:36][C:28]([C:29]([O:31][C:32]([CH3:35])([CH3:34])[CH3:33])=[O:30])=[CH:27][CH:26]=2)=[CH:11][CH2:10]3)[CH2:7][CH2:6]1.Cl[S:46]([C:49]1[CH:57]=[CH:56][C:52]([C:53]([OH:55])=[O:54])=[CH:51][CH:50]=1)(=[O:48])=[O:47].CCN(C(C)C)C(C)C. (5) Given the product [C:1]([O:5][C:6]([NH:8][CH2:9][C:10]1[CH:18]=[CH:17][C:13]([C:14]([N:22]2[C:28]3[CH:29]=[CH:30][CH:31]=[CH:32][C:27]=3[CH2:26][CH2:25][CH2:24][CH2:23]2)=[O:16])=[CH:12][C:11]=1[N+:19]([O-:21])=[O:20])=[O:7])([CH3:2])([CH3:3])[CH3:4], predict the reactants needed to synthesize it. The reactants are: [C:1]([O:5][C:6]([NH:8][CH2:9][C:10]1[CH:18]=[CH:17][C:13]([C:14]([OH:16])=O)=[CH:12][C:11]=1[N+:19]([O-:21])=[O:20])=[O:7])([CH3:4])([CH3:3])[CH3:2].[NH:22]1[C:28]2[CH:29]=[CH:30][CH:31]=[CH:32][C:27]=2[CH2:26][CH2:25][CH2:24][CH2:23]1. (6) The reactants are: [C:1]([C:3]1[CH:4]=[CH:5][C:6]([CH3:28])=[C:7]([N:9]([CH2:14][C:15]([N:17]([N:19]2[CH2:27][C:26]3[C:21](=[CH:22][CH:23]=[CH:24][CH:25]=3)[CH2:20]2)[CH3:18])=[O:16])[CH2:10][C:11]([OH:13])=[O:12])[CH:8]=1)#[N:2].CCN=C=NCCCN(C)C.[C:40](O)([CH3:43])([CH3:42])[CH3:41]. Given the product [C:40]([O:12][C:11](=[O:13])[CH2:10][N:9]([C:7]1[CH:8]=[C:3]([C:1]#[N:2])[CH:4]=[CH:5][C:6]=1[CH3:28])[CH2:14][C:15]([N:17]([N:19]1[CH2:20][C:21]2[C:26](=[CH:25][CH:24]=[CH:23][CH:22]=2)[CH2:27]1)[CH3:18])=[O:16])([CH3:43])([CH3:42])[CH3:41], predict the reactants needed to synthesize it. (7) The reactants are: C(OC([N:6]1[C:14]2[C:9](=[CH:10][C:11]([C:15]3[S:19][C:18]([C:20]4[CH:25]=[CH:24][CH:23]=[CH:22][CH:21]=4)=[N:17][C:16]=3[CH3:26])=[CH:12][CH:13]=2)[CH:8]=[C:7]1[C:27]1[C:28]([CH3:33])=[N:29][CH:30]=[CH:31][CH:32]=1)=O)C.C([O-])([O-])=O.[K+].[K+]. Given the product [CH3:26][C:16]1[N:17]=[C:18]([C:20]2[CH:25]=[CH:24][CH:23]=[CH:22][CH:21]=2)[S:19][C:15]=1[C:11]1[CH:10]=[C:9]2[C:14](=[CH:13][CH:12]=1)[NH:6][C:7]([C:27]1[C:28]([CH3:33])=[N:29][CH:30]=[CH:31][CH:32]=1)=[CH:8]2, predict the reactants needed to synthesize it. (8) Given the product [CH3:8][O:7][C:5](=[O:6])[CH:4]([C:22]1[CH:21]=[CH:20][C:17]([C:18]#[N:19])=[CH:16][C:15]=1[Cl:14])[C:3]([O:11][CH3:12])=[O:10], predict the reactants needed to synthesize it. The reactants are: [H-].[Na+].[C:3]([O:11][CH2:12]C)(=[O:10])[CH2:4][C:5]([O:7][CH2:8]C)=[O:6].[Cl:14][C:15]1[CH:16]=[C:17]([CH:20]=[CH:21][C:22]=1Br)[C:18]#[N:19].Cl. (9) Given the product [Cl:1][C:2]1[CH:3]=[CH:4][C:5]([O:21][C:22]2[CH:23]=[CH:24][C:25]([F:28])=[CH:26][CH:27]=2)=[C:6]([CH:20]=1)[C:7]([NH:9][C@H:10]([C:11]1[CH:19]=[CH:18][C:14]([C:15]([OH:17])=[O:16])=[CH:13][CH:12]=1)[CH3:31])=[O:8], predict the reactants needed to synthesize it. The reactants are: [Cl:1][C:2]1[CH:3]=[CH:4][C:5]([O:21][C:22]2[CH:27]=[CH:26][C:25]([F:28])=[CH:24][CH:23]=2)=[C:6]([CH:20]=1)[C:7]([NH:9][CH2:10][C:11]1[CH:19]=[CH:18][C:14]([C:15]([OH:17])=[O:16])=[CH:13][CH:12]=1)=[O:8].Cl.N[C@H:31](C1C=CC(C(OC)=O)=CC=1)C.